From a dataset of NCI-60 drug combinations with 297,098 pairs across 59 cell lines. Regression. Given two drug SMILES strings and cell line genomic features, predict the synergy score measuring deviation from expected non-interaction effect. (1) Drug 1: C1=CC(=CC=C1CCCC(=O)O)N(CCCl)CCCl. Drug 2: C1=NC2=C(N=C(N=C2N1C3C(C(C(O3)CO)O)F)Cl)N. Cell line: HS 578T. Synergy scores: CSS=10.3, Synergy_ZIP=-7.35, Synergy_Bliss=-7.50, Synergy_Loewe=-6.32, Synergy_HSA=-5.23. (2) Drug 1: CC12CCC3C(C1CCC2NC(=O)OCC(F)(F)F)CCC4C3(C=CC(=O)N4C)C. Drug 2: C1CNP(=O)(OC1)N(CCCl)CCCl. Cell line: HCT116. Synergy scores: CSS=6.19, Synergy_ZIP=0.498, Synergy_Bliss=2.49, Synergy_Loewe=3.11, Synergy_HSA=3.16. (3) Drug 1: CCCS(=O)(=O)NC1=C(C(=C(C=C1)F)C(=O)C2=CNC3=C2C=C(C=N3)C4=CC=C(C=C4)Cl)F. Drug 2: CC(C)CN1C=NC2=C1C3=CC=CC=C3N=C2N. Cell line: MDA-MB-435. Synergy scores: CSS=12.4, Synergy_ZIP=-1.88, Synergy_Bliss=-4.51, Synergy_Loewe=-16.8, Synergy_HSA=-6.43.